Dataset: NCI-60 drug combinations with 297,098 pairs across 59 cell lines. Task: Regression. Given two drug SMILES strings and cell line genomic features, predict the synergy score measuring deviation from expected non-interaction effect. (1) Drug 1: C1=CC=C(C=C1)NC(=O)CCCCCCC(=O)NO. Drug 2: C1=NC2=C(N1)C(=S)N=CN2. Cell line: UACC-257. Synergy scores: CSS=53.7, Synergy_ZIP=-11.6, Synergy_Bliss=-2.54, Synergy_Loewe=-0.00292, Synergy_HSA=1.44. (2) Drug 1: CCC1(CC2CC(C3=C(CCN(C2)C1)C4=CC=CC=C4N3)(C5=C(C=C6C(=C5)C78CCN9C7C(C=CC9)(C(C(C8N6C)(C(=O)OC)O)OC(=O)C)CC)OC)C(=O)OC)O.OS(=O)(=O)O. Drug 2: CCN(CC)CCCC(C)NC1=C2C=C(C=CC2=NC3=C1C=CC(=C3)Cl)OC. Cell line: DU-145. Synergy scores: CSS=2.38, Synergy_ZIP=0.514, Synergy_Bliss=2.28, Synergy_Loewe=2.82, Synergy_HSA=0.317. (3) Drug 1: C1=CC(=CC=C1CCCC(=O)O)N(CCCl)CCCl. Drug 2: C1=CN(C(=O)N=C1N)C2C(C(C(O2)CO)O)O.Cl. Cell line: SR. Synergy scores: CSS=29.5, Synergy_ZIP=-10.4, Synergy_Bliss=-14.0, Synergy_Loewe=-13.1, Synergy_HSA=-11.2. (4) Drug 1: CC1=C(C(CCC1)(C)C)C=CC(=CC=CC(=CC(=O)O)C)C. Drug 2: CS(=O)(=O)OCCCCOS(=O)(=O)C. Cell line: CCRF-CEM. Synergy scores: CSS=20.3, Synergy_ZIP=-7.47, Synergy_Bliss=-0.309, Synergy_Loewe=-24.5, Synergy_HSA=0.457. (5) Drug 1: C1=C(C(=O)NC(=O)N1)F. Drug 2: CCCCC(=O)OCC(=O)C1(CC(C2=C(C1)C(=C3C(=C2O)C(=O)C4=C(C3=O)C=CC=C4OC)O)OC5CC(C(C(O5)C)O)NC(=O)C(F)(F)F)O. Cell line: CCRF-CEM. Synergy scores: CSS=30.0, Synergy_ZIP=-7.23, Synergy_Bliss=-14.2, Synergy_Loewe=-13.7, Synergy_HSA=-13.5. (6) Drug 1: COC1=C(C=C2C(=C1)N=CN=C2NC3=CC(=C(C=C3)F)Cl)OCCCN4CCOCC4. Drug 2: C1=CC(=CC=C1CCCC(=O)O)N(CCCl)CCCl. Cell line: SF-539. Synergy scores: CSS=35.1, Synergy_ZIP=-5.16, Synergy_Bliss=1.23, Synergy_Loewe=3.06, Synergy_HSA=3.91. (7) Drug 1: COC1=C(C=C2C(=C1)N=CN=C2NC3=CC(=C(C=C3)F)Cl)OCCCN4CCOCC4. Drug 2: CC1=CC2C(CCC3(C2CCC3(C(=O)C)OC(=O)C)C)C4(C1=CC(=O)CC4)C. Cell line: MDA-MB-435. Synergy scores: CSS=10.0, Synergy_ZIP=-1.35, Synergy_Bliss=2.19, Synergy_Loewe=-6.78, Synergy_HSA=-2.49. (8) Drug 1: COC1=C(C=C2C(=C1)N=CN=C2NC3=CC(=C(C=C3)F)Cl)OCCCN4CCOCC4. Drug 2: CC1CCCC2(C(O2)CC(NC(=O)CC(C(C(=O)C(C1O)C)(C)C)O)C(=CC3=CSC(=N3)C)C)C. Cell line: OVCAR-5. Synergy scores: CSS=53.7, Synergy_ZIP=2.58, Synergy_Bliss=3.51, Synergy_Loewe=3.06, Synergy_HSA=2.87.